This data is from Reaction yield outcomes from USPTO patents with 853,638 reactions. The task is: Predict the reaction yield, written as a fraction of the theoretical maximum amount of product (1.0 means a 100% yield; for example, 0.34 means a 34% yield). (1) The reactants are CS(C1C=CC([C:11]2[CH:16]=[CH:15][C:14]([C:17](=[C:25]3[CH2:30][C:29]([CH3:32])([CH3:31])[CH2:28][C:27]([CH3:34])([CH3:33])[CH2:26]3)[C:18]3[CH:23]=[CH:22][C:21]([OH:24])=[CH:20][CH:19]=3)=[CH:13][CH:12]=2)=CC=1)(=O)=O.BrC1C=CC(C(=C2CC(C)(C)CC(C)(C)C2)C2C=CC(O)=CC=2)=CC=1.[CH3:60][C:61]1[C:65](B(O)O)=[C:64]([CH3:69])[O:63][N:62]=1.C([O-])([O-])=O.[Na+].[Na+]. The catalyst is Cl[Pd](Cl)([P](C1C=CC=CC=1)(C1C=CC=CC=1)C1C=CC=CC=1)[P](C1C=CC=CC=1)(C1C=CC=CC=1)C1C=CC=CC=1.O.C1COCC1. The product is [CH3:60][C:61]1[C:65]([C:11]2[CH:16]=[CH:15][C:14]([C:17](=[C:25]3[CH2:26][C:27]([CH3:33])([CH3:34])[CH2:28][C:29]([CH3:31])([CH3:32])[CH2:30]3)[C:18]3[CH:23]=[CH:22][C:21]([OH:24])=[CH:20][CH:19]=3)=[CH:13][CH:12]=2)=[C:64]([CH3:69])[O:63][N:62]=1. The yield is 0.830. (2) The reactants are [C:1]([O:5][C:6]([N:8]1[CH2:13][CH2:12][CH:11]([CH2:14][OH:15])[CH2:10][CH2:9]1)=[O:7])([CH3:4])([CH3:3])[CH3:2].C[N+]1([O-])CCOCC1. The catalyst is C(Cl)Cl.[Ru]([O-])(=O)(=O)=O.C([N+](CCC)(CCC)CCC)CC. The product is [C:1]([O:5][C:6]([N:8]1[CH2:13][CH2:12][CH:11]([CH:14]=[O:15])[CH2:10][CH2:9]1)=[O:7])([CH3:4])([CH3:3])[CH3:2]. The yield is 0.200. (3) The reactants are [Cl-].O[NH3+:3].[C:4](=[O:7])([O-])[OH:5].[Na+].CS(C)=O.[O:13]1[C:17]2([CH2:22][CH2:21][CH:20]([N:23]3[C:28](=[O:29])[C:27]([CH2:30][C:31]4[CH:36]=[CH:35][C:34]([C:37]5[C:38]([C:43]#[N:44])=[CH:39][CH:40]=[CH:41][CH:42]=5)=[C:33]([N+:45]([O-:47])=[O:46])[CH:32]=4)=[C:26]([CH2:48][CH2:49][CH3:50])[N:25]4[N:51]=[CH:52][CH:53]=[C:24]34)[CH2:19][CH2:18]2)[O:16][CH2:15][CH2:14]1. The catalyst is C(OCC)(=O)C. The product is [O:13]1[C:17]2([CH2:22][CH2:21][CH:20]([N:23]3[C:28](=[O:29])[C:27]([CH2:30][C:31]4[CH:36]=[CH:35][C:34]([C:37]5[CH:42]=[CH:41][CH:40]=[CH:39][C:38]=5[C:43]5[NH:3][C:4](=[O:7])[O:5][N:44]=5)=[C:33]([N+:45]([O-:47])=[O:46])[CH:32]=4)=[C:26]([CH2:48][CH2:49][CH3:50])[N:25]4[N:51]=[CH:52][CH:53]=[C:24]34)[CH2:19][CH2:18]2)[O:16][CH2:15][CH2:14]1. The yield is 0.440. (4) The reactants are [NH2:1][C:2]1[NH:3][C:4](=[O:15])[C:5]2[C:13]3[C:8](=[CH:9][CH:10]=[CH:11][CH:12]=3)[NH:7][C:6]=2[N:14]=1.[CH3:16][C:17]([CH3:28])([CH3:27])[C:18](O[C:18](=[O:19])[C:17]([CH3:28])([CH3:27])[CH3:16])=[O:19].C(N(CC)CC)C.C(Cl)(Cl)Cl. The catalyst is CN(C1C=CN=CC=1)C.CN(C=O)C.CO. The product is [CH3:16][C:17]([CH3:28])([CH3:27])[C:18]([NH:1][C:2]1[NH:3][C:4](=[O:15])[C:5]2[C:13]3[C:8](=[CH:9][CH:10]=[CH:11][CH:12]=3)[NH:7][C:6]=2[N:14]=1)=[O:19]. The yield is 0.730.